Predict the reaction yield, written as a fraction of the theoretical maximum amount of product (1.0 means a 100% yield; for example, 0.34 means a 34% yield). From a dataset of Reaction yield outcomes from USPTO patents with 853,638 reactions. The reactants are [C:1]([C:5]1[CH:12]=[CH:11][C:10]([N+:13]([O-:15])=[O:14])=[CH:9][C:6]=1[C:7]#[N:8])([CH3:4])([CH3:3])[CH3:2].B.C1COCC1.CO.Cl. The catalyst is C1COCC1.O. The product is [C:1]([C:5]1[CH:12]=[CH:11][C:10]([N+:13]([O-:15])=[O:14])=[CH:9][C:6]=1[CH2:7][NH2:8])([CH3:4])([CH3:2])[CH3:3]. The yield is 0.430.